From a dataset of Full USPTO retrosynthesis dataset with 1.9M reactions from patents (1976-2016). Predict the reactants needed to synthesize the given product. (1) Given the product [CH3:36][O:35][C:31](=[O:34])[CH2:32][CH:33]1[C:25]2[C:24](=[CH:29][CH:28]=[C:27]([F:30])[CH:26]=2)[C:19]2[CH:20]=[CH:21][CH:22]=[CH:23][C:18]=2[N:17]1[S:14]([C:9]1[CH:10]=[CH:11][C:12]([Cl:13])=[C:7]([Cl:6])[CH:8]=1)(=[O:15])=[O:16], predict the reactants needed to synthesize it. The reactants are: C([O-])(=O)C.[Na+].[Cl:6][C:7]1[CH:8]=[C:9]([S:14]([NH:17][C:18]2[CH:23]=[CH:22][CH:21]=[CH:20][C:19]=2[C:24]2[CH:29]=[CH:28][C:27]([F:30])=[CH:26][CH:25]=2)(=[O:16])=[O:15])[CH:10]=[CH:11][C:12]=1[Cl:13].[C:31]([O:35][CH3:36])(=[O:34])[CH:32]=[CH2:33]. (2) The reactants are: [CH3:1][CH:2]([O:4][C:5]1[CH:6]=[C:7]([CH:17]=[C:18]([O:20]CC2C=CC=CC=2)[CH:19]=1)[C:8]([NH:10][C:11]1[S:15][N:14]=[C:13]([CH3:16])[N:12]=1)=[O:9])[CH3:3].C1(SC)C=CC=CC=1. Given the product [OH:20][C:18]1[CH:17]=[C:7]([CH:6]=[C:5]([O:4][CH:2]([CH3:3])[CH3:1])[CH:19]=1)[C:8]([NH:10][C:11]1[S:15][N:14]=[C:13]([CH3:16])[N:12]=1)=[O:9], predict the reactants needed to synthesize it.